Dataset: Catalyst prediction with 721,799 reactions and 888 catalyst types from USPTO. Task: Predict which catalyst facilitates the given reaction. Reactant: [CH3:1][O:2][C:3]1[CH:4]=[C:5]([C:11]2[CH:20]=[C:19]([C:21]([OH:23])=O)[C:18]3[C:13](=[CH:14][CH:15]=[CH:16][CH:17]=3)[N:12]=2)[CH:6]=[CH:7][C:8]=1[O:9][CH3:10].[F:24][C:25]1[N:30]=[C:29]([NH2:31])[CH:28]=[CH:27][CH:26]=1.C(N(CC)CC)C.CCCP1(OP(CCC)(=O)OP(CCC)(=O)O1)=O. Product: [F:24][C:25]1[N:30]=[C:29]([NH:31][C:21]([C:19]2[C:18]3[C:13](=[CH:14][CH:15]=[CH:16][CH:17]=3)[N:12]=[C:11]([C:5]3[CH:6]=[CH:7][C:8]([O:9][CH3:10])=[C:3]([O:2][CH3:1])[CH:4]=3)[CH:20]=2)=[O:23])[CH:28]=[CH:27][CH:26]=1. The catalyst class is: 4.